From a dataset of Reaction yield outcomes from USPTO patents with 853,638 reactions. Predict the reaction yield, written as a fraction of the theoretical maximum amount of product (1.0 means a 100% yield; for example, 0.34 means a 34% yield). (1) The reactants are [H-].[Na+].[CH:3]([O:6][C:7]1[CH:12]=[CH:11][CH:10]=[CH:9][C:8]=1[C:13]1[N:14]=[CH:15][NH:16][CH:17]=1)([CH3:5])[CH3:4].[CH3:18][O:19][C:20](=[O:29])[CH2:21][CH2:22][CH2:23][CH2:24][CH2:25][CH2:26][CH2:27]Br. The catalyst is C1COCC1.[I-].C([N+](CCCC)(CCCC)CCCC)CCC.O. The product is [CH3:18][O:19][C:20](=[O:29])[CH2:21][CH2:22][CH2:23][CH2:24][CH2:25][CH2:26][CH2:27][N:16]1[CH:17]=[C:13]([C:8]2[CH:9]=[CH:10][CH:11]=[CH:12][C:7]=2[O:6][CH:3]([CH3:5])[CH3:4])[N:14]=[CH:15]1. The yield is 0.570. (2) The reactants are [F:1][C:2]([F:13])([F:12])[O:3][C:4]1[CH:11]=[CH:10][C:7]([CH:8]=O)=[CH:6][CH:5]=1.[NH2:14][C:15]1[N:16]=[N:17][C:18]([CH3:21])=[CH:19][CH:20]=1.C([O:24][C:25](=O)[C:26]([OH:39])=[CH:27][C:28]([C:30]1[CH:35]=[CH:34][C:33]([C:36]([CH3:38])=[CH2:37])=[CH:32][CH:31]=1)=[O:29])C. No catalyst specified. The product is [OH:39][C:26]1[C:25](=[O:24])[N:14]([C:15]2[N:16]=[N:17][C:18]([CH3:21])=[CH:19][CH:20]=2)[CH:8]([C:7]2[CH:10]=[CH:11][C:4]([O:3][C:2]([F:13])([F:12])[F:1])=[CH:5][CH:6]=2)[C:27]=1[C:28](=[O:29])[C:30]1[CH:35]=[CH:34][C:33]([C:36]([CH3:38])=[CH2:37])=[CH:32][CH:31]=1. The yield is 0.160.